This data is from Reaction yield outcomes from USPTO patents with 853,638 reactions. The task is: Predict the reaction yield, written as a fraction of the theoretical maximum amount of product (1.0 means a 100% yield; for example, 0.34 means a 34% yield). (1) The reactants are [Cl:1][C:2]1[CH:7]=[CH:6][C:5]([C:8]#[C:9][C:10](=[O:14])[CH:11]([CH3:13])[CH3:12])=[CH:4][CH:3]=1.[I-].[NH2:16][N+:17]1[CH:22]=[CH:21][CH:20]=[CH:19][CH:18]=1.C1CCN2C(=NCCC2)CC1. No catalyst specified. The product is [Cl:1][C:2]1[CH:3]=[CH:4][C:5]([C:8]2[C:9]([C:10](=[O:14])[CH:11]([CH3:12])[CH3:13])=[C:18]3[CH:19]=[CH:20][CH:21]=[CH:22][N:17]3[N:16]=2)=[CH:6][CH:7]=1. The yield is 0.430. (2) The reactants are [CH2:1]([N:8]1[CH2:13][C:12](=[O:14])[NH:11][C:10]2[CH:15]=[C:16]([CH2:19]O)[CH:17]=[N:18][C:9]1=2)[C:2]1[CH:7]=[CH:6][CH:5]=[CH:4][CH:3]=1.[I-].C(C[P+](C)(C)C)#N.C(N(C(C)C)C(C)C)C.Cl.[Cl:39][C:40]1[CH:45]=[CH:44][C:43]([N:46]2[CH2:51][CH2:50][NH:49][CH2:48][CH2:47]2)=[CH:42][CH:41]=1. The catalyst is C(#N)CC.O. The product is [CH2:1]([N:8]1[CH2:13][C:12](=[O:14])[NH:11][C:10]2[CH:15]=[C:16]([CH2:19][N:49]3[CH2:48][CH2:47][N:46]([C:43]4[CH:42]=[CH:41][C:40]([Cl:39])=[CH:45][CH:44]=4)[CH2:51][CH2:50]3)[CH:17]=[N:18][C:9]1=2)[C:2]1[CH:7]=[CH:6][CH:5]=[CH:4][CH:3]=1. The yield is 0.400. (3) The reactants are C(O[C:4](=[O:22])[C:5]1[CH:10]=[CH:9][CH:8]=[N:7][C:6]=1[NH:11][C:12]1[CH:17]=[C:16]([O:18][CH3:19])[CH:15]=[C:14]([O:20][CH3:21])[CH:13]=1)C.[CH3:23][NH:24][NH2:25]. The catalyst is CC(O)C. The product is [CH3:23][NH:24][NH:25][C:4](=[O:22])[C:5]1[CH:10]=[CH:9][CH:8]=[N:7][C:6]=1[NH:11][C:12]1[CH:13]=[C:14]([O:20][CH3:21])[CH:15]=[C:16]([O:18][CH3:19])[CH:17]=1. The yield is 0.650. (4) The reactants are F[C:2]1[CH:3]=[C:4]([CH:18]=[CH:19][C:20]=1[N+:21]([O-:23])=[O:22])[C:5]([N:7]([CH2:13][CH2:14][CH:15]([CH3:17])[CH3:16])[CH2:8][CH2:9][CH:10]([CH3:12])[CH3:11])=[O:6].[C:24]([NH:31][CH2:32][CH2:33][CH2:34][NH2:35])([O:26][C:27]([CH3:30])([CH3:29])[CH3:28])=[O:25].C(=O)([O-])[O-].[K+].[K+]. The catalyst is C(#N)C. The product is [CH3:11][CH:10]([CH3:12])[CH2:9][CH2:8][N:7]([CH2:13][CH2:14][CH:15]([CH3:17])[CH3:16])[C:5]([C:4]1[CH:18]=[CH:19][C:20]([N+:21]([O-:23])=[O:22])=[C:2]([NH:35][CH2:34][CH2:33][CH2:32][NH:31][C:24](=[O:25])[O:26][C:27]([CH3:29])([CH3:28])[CH3:30])[CH:3]=1)=[O:6]. The yield is 0.960. (5) The reactants are [CH3:1][O:2][C:3]1[C:4]([N:9]2[CH2:14][CH2:13][N:12]([CH2:15][CH2:16][CH2:17][C:18]3[C:26]4[C:21](=[CH:22][CH:23]=[C:24]([N+:27]([O-])=O)[CH:25]=4)[NH:20][CH:19]=3)[CH2:11][CH2:10]2)=[N:5][CH:6]=[N:7][CH:8]=1. The catalyst is C(O)C.C1COCC1.[Pd]. The product is [CH3:1][O:2][C:3]1[C:4]([N:9]2[CH2:14][CH2:13][N:12]([CH2:15][CH2:16][CH2:17][C:18]3[C:26]4[C:21](=[CH:22][CH:23]=[C:24]([NH2:27])[CH:25]=4)[NH:20][CH:19]=3)[CH2:11][CH2:10]2)=[N:5][CH:6]=[N:7][CH:8]=1. The yield is 1.00.